From a dataset of Forward reaction prediction with 1.9M reactions from USPTO patents (1976-2016). Predict the product of the given reaction. Given the reactants [Br:1][C:2]1[CH:7]=[CH:6][CH:5]=[CH:4][C:3]=1I.[F:9][C:10]([F:21])([F:20])[C:11]1[CH:16]=[CH:15][C:14](B(O)O)=[CH:13][CH:12]=1.C(=O)([O-])[O-].[Na+].[Na+], predict the reaction product. The product is: [Br:1][C:2]1[CH:7]=[CH:6][CH:5]=[CH:4][C:3]=1[C:14]1[CH:15]=[CH:16][C:11]([C:10]([F:21])([F:20])[F:9])=[CH:12][CH:13]=1.